The task is: Predict which catalyst facilitates the given reaction.. This data is from Catalyst prediction with 721,799 reactions and 888 catalyst types from USPTO. (1) Reactant: C(S)C.B(F)(F)F.CCOCC.[C:13]1([C:19]2[C:27]3[C:22](=[CH:23][CH:24]=[C:25]([NH:28][S:29]([CH:32]4[CH2:37][CH2:36][N:35](C(OCC5C=CC=CC=5)=O)[CH2:34][CH2:33]4)(=[O:31])=[O:30])[CH:26]=3)[NH:21][N:20]=2)[CH:18]=[CH:17][CH:16]=[CH:15][CH:14]=1. Product: [C:13]1([C:19]2[C:27]3[C:22](=[CH:23][CH:24]=[C:25]([NH:28][S:29]([CH:32]4[CH2:37][CH2:36][NH:35][CH2:34][CH2:33]4)(=[O:31])=[O:30])[CH:26]=3)[NH:21][N:20]=2)[CH:14]=[CH:15][CH:16]=[CH:17][CH:18]=1. The catalyst class is: 4. (2) Reactant: [CH2:1]([N:8]1[CH2:13][CH2:12][CH:11]([NH:14][C:15](=[S:33])[C@H:16]([NH:25]C(OC(C)(C)C)=O)[CH2:17][CH2:18][CH:19]2[CH2:24][CH2:23][CH2:22][CH2:21][CH2:20]2)[CH2:10][CH2:9]1)[C:2]1[CH:7]=[CH:6][CH:5]=[CH:4][CH:3]=1. Product: [CH2:1]([N:8]1[CH2:13][CH2:12][CH:11]([NH:14][C:15](=[S:33])[C@H:16]([NH2:25])[CH2:17][CH2:18][CH:19]2[CH2:24][CH2:23][CH2:22][CH2:21][CH2:20]2)[CH2:10][CH2:9]1)[C:2]1[CH:3]=[CH:4][CH:5]=[CH:6][CH:7]=1. The catalyst class is: 89. (3) Reactant: [NH2:1][C:2]1[CH:29]=[CH:28][C:5]([CH2:6][N:7]2[C:16]3[CH:15]=[CH:14][CH:13]=[CH:12][C:11]=3[C:10]3=[N:17][N:18]([C:21]4[CH:26]=[CH:25][CH:24]=[CH:23][C:22]=4[CH3:27])[C:19](=[O:20])[C:9]3=[CH:8]2)=[CH:4][CH:3]=1.C(=O)(O)[O-].[Na+].[CH3:35][S:36](Cl)(=[O:38])=[O:37].[Cl-].[NH4+]. Product: [CH3:27][C:22]1[CH:23]=[CH:24][CH:25]=[CH:26][C:21]=1[N:18]1[C:19](=[O:20])[C:9]2=[CH:8][N:7]([CH2:6][C:5]3[CH:4]=[CH:3][C:2]([NH:1][S:36]([CH3:35])(=[O:38])=[O:37])=[CH:29][CH:28]=3)[C:16]3[CH:15]=[CH:14][CH:13]=[CH:12][C:11]=3[C:10]2=[N:17]1. The catalyst class is: 4. (4) Reactant: [Cl:1][C:2]1[CH:3]=[C:4]([CH:8]2[C:12]([C:15]3[CH:20]=[CH:19][C:18]([Cl:21])=[CH:17][CH:16]=3)([C:13]#[N:14])[CH:11]([CH2:22][C:23]([CH3:26])([CH3:25])[CH3:24])[NH:10][CH:9]2[C:27]([OH:29])=O)[CH:5]=[CH:6][CH:7]=1.[C:30]([Si:34]([CH3:45])([CH3:44])[O:35][CH2:36][CH2:37][N:38]1[CH:42]=[CH:41][C:40]([NH2:43])=[N:39]1)([CH3:33])([CH3:32])[CH3:31].CN(C(ON1N=NC2C=CC=NC1=2)=[N+](C)C)C.F[P-](F)(F)(F)(F)F.CCN(C(C)C)C(C)C. Product: [C:30]([Si:34]([CH3:45])([CH3:44])[O:35][CH2:36][CH2:37][N:38]1[CH:42]=[CH:41][C:40]([NH:43][C:27]([CH:9]2[CH:8]([C:4]3[CH:5]=[CH:6][CH:7]=[C:2]([Cl:1])[CH:3]=3)[C:12]([C:15]3[CH:20]=[CH:19][C:18]([Cl:21])=[CH:17][CH:16]=3)([C:13]#[N:14])[CH:11]([CH2:22][C:23]([CH3:25])([CH3:26])[CH3:24])[NH:10]2)=[O:29])=[N:39]1)([CH3:33])([CH3:32])[CH3:31]. The catalyst class is: 2. (5) Reactant: [Br:1][C:2]1[CH:7]=[CH:6][C:5]([O:8][CH:9]2[CH2:14][CH2:13][N:12](C(OC(C)(C)C)=O)[CH2:11][CH2:10]2)=[CH:4][C:3]=1[F:22].FC(F)(F)C(O)=O. Product: [Br:1][C:2]1[CH:7]=[CH:6][C:5]([O:8][CH:9]2[CH2:14][CH2:13][NH:12][CH2:11][CH2:10]2)=[CH:4][C:3]=1[F:22]. The catalyst class is: 4. (6) Reactant: [CH3:1][C:2]1[CH:3]=[C:4]([SH:8])[CH:5]=[CH:6][CH:7]=1.[H-].[Na+].[CH3:11]N(C=O)C. Product: [CH3:11][S:8][C:4]1[CH:3]=[C:2]([CH3:1])[CH:7]=[CH:6][CH:5]=1. The catalyst class is: 6. (7) Reactant: [CH3:1][O:2][C:3]1[CH:4]=[C:5]([NH2:17])[CH:6]=[CH:7][C:8]=1[O:9][CH2:10][CH2:11][N:12]1[CH2:16][CH2:15][CH2:14][CH2:13]1.[Cl:18][C:19]1[CH:24]=[CH:23][C:22]([C:25]2[CH:26]=[C:27]([C:30](O)=[O:31])[NH:28][CH:29]=2)=[CH:21][CH:20]=1.C(Cl)CCl.C1C=CC2N(O)N=NC=2C=1.C([O-])(O)=O.[Na+]. Product: [Cl:18][C:19]1[CH:24]=[CH:23][C:22]([C:25]2[CH:26]=[C:27]([C:30]([NH:17][C:5]3[CH:6]=[CH:7][C:8]([O:9][CH2:10][CH2:11][N:12]4[CH2:16][CH2:15][CH2:14][CH2:13]4)=[C:3]([O:2][CH3:1])[CH:4]=3)=[O:31])[NH:28][CH:29]=2)=[CH:21][CH:20]=1. The catalyst class is: 31. (8) Reactant: Cl[C:2]1[C:7]([NH2:8])=[CH:6][C:5]([N:9]2[CH2:14][CH2:13][O:12][CH2:11][CH2:10]2)=[CH:4][N:3]=1.[CH3:15][O:16][C:17]1[CH:22]=[C:21]([CH3:23])[C:20](B(O)O)=[C:19]([CH3:27])[CH:18]=1.C1(P(C2CCCCC2)C2CCCCC2)CCCCC1.[O-]P([O-])([O-])=O.[K+].[K+].[K+]. Product: [CH3:15][O:16][C:17]1[CH:22]=[C:21]([CH3:23])[C:20]([C:2]2[C:7]([NH2:8])=[CH:6][C:5]([N:9]3[CH2:14][CH2:13][O:12][CH2:11][CH2:10]3)=[CH:4][N:3]=2)=[C:19]([CH3:27])[CH:18]=1. The catalyst class is: 552. (9) Reactant: [CH3:1][C:2]1[C:6]([C:7]2[CH:19]=[C:18]([C:20]([NH2:22])=[O:21])[C:17]3[C:16]4[C:11](=[CH:12][CH:13]=[C:14]([C:23]([N:25]5[CH2:30][C@H:29]([CH3:31])[O:28][C@H:27]([CH3:32])[CH2:26]5)=[O:24])[CH:15]=4)[NH:10][C:9]=3[CH:8]=2)=[C:5]([CH3:33])[O:4][N:3]=1.[H-].[Na+].[C:36](Cl)(=[O:43])[C:37]1[CH:42]=[CH:41][CH:40]=[CH:39][CH:38]=1. Product: [C:36]([N:10]1[C:9]2[CH:8]=[C:7]([C:6]3[C:2]([CH3:1])=[N:3][O:4][C:5]=3[CH3:33])[CH:19]=[C:18]([C:20]([NH2:22])=[O:21])[C:17]=2[C:16]2[C:11]1=[CH:12][CH:13]=[C:14]([C:23]([N:25]1[CH2:26][C@H:27]([CH3:32])[O:28][C@H:29]([CH3:31])[CH2:30]1)=[O:24])[CH:15]=2)(=[O:43])[C:37]1[CH:42]=[CH:41][CH:40]=[CH:39][CH:38]=1. The catalyst class is: 3. (10) Product: [C:1]1([C@H:11]2[O:15][C@H:12]2[CH3:13])[C:10]2[C:5](=[CH:6][CH:7]=[CH:8][CH:9]=2)[CH:4]=[CH:3][CH:2]=1. Reactant: [C:1]1(/[CH:11]=[CH:12]\[CH3:13])[C:10]2[C:5](=[CH:6][CH:7]=[CH:8][CH:9]=2)[CH:4]=[CH:3][CH:2]=1.P([O-])([O-])(O)=[O:15].[Na+].[Na+]. The catalyst class is: 2.